Dataset: Forward reaction prediction with 1.9M reactions from USPTO patents (1976-2016). Task: Predict the product of the given reaction. (1) Given the reactants Cl[C:2]1[C:11]([CH3:12])=[C:10]([Cl:13])[C:9]2[C:4](=[CH:5][C:6]([F:15])=[CH:7][C:8]=2[F:14])[N:3]=1.[CH3:16][O:17][C:18]1[C:23](B(O)O)=[CH:22][CH:21]=[CH:20][N:19]=1.C(=O)([O-])[O-].[K+].[K+], predict the reaction product. The product is: [Cl:13][C:10]1[C:9]2[C:4](=[CH:5][C:6]([F:15])=[CH:7][C:8]=2[F:14])[N:3]=[C:2]([C:23]2[C:18]([O:17][CH3:16])=[N:19][CH:20]=[CH:21][CH:22]=2)[C:11]=1[CH3:12]. (2) Given the reactants [F:1][CH:2]([F:14])[O:3][CH2:4][C:5]1([C:9]([O:11]CC)=[O:10])[CH2:8][CH2:7][CH2:6]1.O.[OH-].[Na+], predict the reaction product. The product is: [F:1][CH:2]([F:14])[O:3][CH2:4][C:5]1([C:9]([OH:11])=[O:10])[CH2:8][CH2:7][CH2:6]1. (3) Given the reactants [CH3:1][C:2]([O:8][CH2:9][CH2:10][CH2:11][CH2:12][CH2:13][CH2:14][CH2:15][CH:16]=[CH2:17])([CH3:7])[C:3]([O:5][CH3:6])=[O:4].ClC1C=CC=C(C(OO)=[O:26])C=1, predict the reaction product. The product is: [O:26]1[CH2:17][CH:16]1[CH2:15][CH2:14][CH2:13][CH2:12][CH2:11][CH2:10][CH2:9][O:8][C:2]([CH3:1])([CH3:7])[C:3]([O:5][CH3:6])=[O:4]. (4) Given the reactants [CH2:1]([C:8]1[S:9][C:10]([CH3:29])=[C:11]([CH3:28])[C:12]=1[C:13]([C:15]1[CH:20]=[CH:19][C:18]([O:21]C)=[C:17]([CH:23]2[CH2:27][CH2:26][CH2:25][CH2:24]2)[CH:16]=1)=O)[C:2]1[CH:7]=[CH:6][CH:5]=[CH:4][CH:3]=1.B(Br)(Br)Br.O, predict the reaction product. The product is: [CH:23]1([C:17]2[CH:16]=[C:15]([C:13]3[C:12]4[C:11]([CH3:28])=[C:10]([CH3:29])[S:9][C:8]=4[CH:1]=[C:2]4[C:7]=3[CH:6]=[CH:5][CH:4]=[CH:3]4)[CH:20]=[CH:19][C:18]=2[OH:21])[CH2:27][CH2:26][CH2:25][CH2:24]1.